From a dataset of Hepatocyte clearance measurements from AstraZeneca. Regression/Classification. Given a drug SMILES string, predict its absorption, distribution, metabolism, or excretion properties. Task type varies by dataset: regression for continuous measurements (e.g., permeability, clearance, half-life) or binary classification for categorical outcomes (e.g., BBB penetration, CYP inhibition). For this dataset (clearance_hepatocyte_az), we predict log10(clearance) (log10 of the in vitro intrinsic clearance, CLint, in uL/min per 10^6 hepatocytes; values are censored to the assay range of 3 to 150, which is 0.477 to 2.18 on this log10 scale). (1) The compound is Cc1ccc(CCOCCNS(=O)(=O)CCCNCCc2ccc(O)c3nc(O)sc23)cc1. The log10(clearance) is 2.18. (2) The molecule is O=C(CC12CC3CC(CC(C3)C1)C2)Nc1cccc2c(=O)n(C[C@H]3CCCN3)ccc12. The log10(clearance) is 1.63. (3) The log10(clearance) is 0.480. The drug is CCN1CCN(C(=O)N[C@@H](C(=O)N[C@@H]2C(=O)N3C(C(=O)O)=C(CSc4nnnn4C)CS[C@H]23)c2ccc(O)cc2)C(=O)C1=O. (4) The molecule is COC(=O)C1=C(C)NC2=C(C(=O)CC(C)(C)C2)C1c1ccc(-c2ccc(C(F)(F)F)cc2)cc1. The log10(clearance) is 1.09.